From a dataset of NCI-60 drug combinations with 297,098 pairs across 59 cell lines. Regression. Given two drug SMILES strings and cell line genomic features, predict the synergy score measuring deviation from expected non-interaction effect. (1) Drug 1: C1=CC(=CC=C1CC(C(=O)O)N)N(CCCl)CCCl.Cl. Drug 2: CN1C2=C(C=C(C=C2)N(CCCl)CCCl)N=C1CCCC(=O)O.Cl. Cell line: SR. Synergy scores: CSS=44.7, Synergy_ZIP=-5.96, Synergy_Bliss=-8.67, Synergy_Loewe=-35.7, Synergy_HSA=-6.09. (2) Drug 1: CC1=CC=C(C=C1)C2=CC(=NN2C3=CC=C(C=C3)S(=O)(=O)N)C(F)(F)F. Drug 2: CCC(=C(C1=CC=CC=C1)C2=CC=C(C=C2)OCCN(C)C)C3=CC=CC=C3.C(C(=O)O)C(CC(=O)O)(C(=O)O)O. Cell line: NCIH23. Synergy scores: CSS=-0.675, Synergy_ZIP=1.36, Synergy_Bliss=3.44, Synergy_Loewe=-2.07, Synergy_HSA=-0.215. (3) Drug 1: COC1=CC(=CC(=C1O)OC)C2C3C(COC3=O)C(C4=CC5=C(C=C24)OCO5)OC6C(C(C7C(O6)COC(O7)C8=CC=CS8)O)O. Drug 2: CC1=C(C=C(C=C1)C(=O)NC2=CC(=CC(=C2)C(F)(F)F)N3C=C(N=C3)C)NC4=NC=CC(=N4)C5=CN=CC=C5. Cell line: HCT116. Synergy scores: CSS=50.1, Synergy_ZIP=-1.15, Synergy_Bliss=1.36, Synergy_Loewe=-16.6, Synergy_HSA=1.70. (4) Drug 1: C1=NC2=C(N1)C(=S)N=C(N2)N. Drug 2: CC1=C2C(C(=O)C3(C(CC4C(C3C(C(C2(C)C)(CC1OC(=O)C(C(C5=CC=CC=C5)NC(=O)OC(C)(C)C)O)O)OC(=O)C6=CC=CC=C6)(CO4)OC(=O)C)O)C)O. Cell line: EKVX. Synergy scores: CSS=39.7, Synergy_ZIP=-10.00, Synergy_Bliss=-8.49, Synergy_Loewe=-5.50, Synergy_HSA=-3.21. (5) Drug 1: CC1=C2C(C(=O)C3(C(CC4C(C3C(C(C2(C)C)(CC1OC(=O)C(C(C5=CC=CC=C5)NC(=O)C6=CC=CC=C6)O)O)OC(=O)C7=CC=CC=C7)(CO4)OC(=O)C)O)C)OC(=O)C. Drug 2: CCCCC(=O)OCC(=O)C1(CC(C2=C(C1)C(=C3C(=C2O)C(=O)C4=C(C3=O)C=CC=C4OC)O)OC5CC(C(C(O5)C)O)NC(=O)C(F)(F)F)O. Cell line: 786-0. Synergy scores: CSS=24.9, Synergy_ZIP=1.34, Synergy_Bliss=0.994, Synergy_Loewe=1.82, Synergy_HSA=1.02.